Dataset: Forward reaction prediction with 1.9M reactions from USPTO patents (1976-2016). Task: Predict the product of the given reaction. The product is: [C:10]([C@@H:9]1[N:5]([C:3](=[O:4])[CH2:2][NH:22][C:15]([CH3:21])([CH3:14])[CH2:16][C:17]([CH3:20])([CH3:19])[CH3:18])[C@H:6]([C:12]#[N:13])[CH2:7][CH2:8]1)#[CH:11]. Given the reactants Cl[CH2:2][C:3]([N:5]1[C@@H:9]([C:10]#[CH:11])[CH2:8][CH2:7][C@H:6]1[C:12]#[N:13])=[O:4].[CH3:14][C:15]([NH2:22])([CH3:21])[CH2:16][C:17]([CH3:20])([CH3:19])[CH3:18], predict the reaction product.